This data is from Full USPTO retrosynthesis dataset with 1.9M reactions from patents (1976-2016). The task is: Predict the reactants needed to synthesize the given product. (1) The reactants are: C([O:4][C@@H:5]1[C@H:9]([O:10]C(=O)C)[C@@H:8]([CH2:14][O:15]C(=O)C)[O:7][C@H:6]1[N:19]1[CH:26]=[CH:25][C:23](=[O:24])[NH:22][C:20]1=[O:21])(=O)C. Given the product [C@@H:6]1([N:19]2[CH:26]=[CH:25][C:23](=[O:24])[NH:22][C:20]2=[O:21])[O:7][C@H:8]([CH2:14][OH:15])[C@@H:9]([OH:10])[C@H:5]1[OH:4], predict the reactants needed to synthesize it. (2) Given the product [O:1]1[C:5]2=[N:6][CH:7]=[CH:8][CH:9]=[C:4]2[C:3]([C:10]2[CH:17]=[CH:16][CH:15]=[CH:14][C:11]=2[CH:12]=[O:13])=[N:2]1, predict the reactants needed to synthesize it. The reactants are: [O:1]1[C:9]2[CH:8]=[CH:7][N:6]=[CH:5][C:4]=2[C:3]([C:10]2[CH:17]=[CH:16][CH:15]=[CH:14][C:11]=2[CH:12]=[O:13])=[N:2]1.ClC1C=CN=CC=1CC1C=CC=CC=1C(OCC)OCC. (3) Given the product [CH2:20]([N:22]([S:23]([C:26]1[CH:27]=[CH:28][C:29]([F:32])=[CH:30][CH:31]=1)(=[O:25])=[O:24])[CH2:33][C:34]([NH:17][CH2:16][CH:12]1[O:13][CH2:14][CH2:15][N:10]([C:7]2[CH:6]=[CH:5][C:4]([C:3]([F:2])([F:18])[F:19])=[CH:9][CH:8]=2)[CH2:11]1)=[O:35])[CH3:21], predict the reactants needed to synthesize it. The reactants are: Cl.[F:2][C:3]([F:19])([F:18])[C:4]1[CH:9]=[CH:8][C:7]([N:10]2[CH2:15][CH2:14][O:13][CH:12]([CH2:16][NH2:17])[CH2:11]2)=[CH:6][CH:5]=1.[CH2:20]([N:22]([CH2:33][C:34](O)=[O:35])[S:23]([C:26]1[CH:31]=[CH:30][C:29]([F:32])=[CH:28][CH:27]=1)(=[O:25])=[O:24])[CH3:21].CN([P+](ON1N=NC2C=CC=CC1=2)(N(C)C)N(C)C)C.F[P-](F)(F)(F)(F)F. (4) Given the product [F:34][C:21]([F:20])([F:35])[S:22]([NH:25][C:26]1[CH:31]=[CH:30][CH:29]=[CH:28][C:27]=1[CH2:32][N:4]1[CH2:5][CH2:6][S:1][CH2:2][C:3]1=[O:7])(=[O:23])=[O:24], predict the reactants needed to synthesize it. The reactants are: [S:1]1[CH2:6][CH2:5][NH:4][C:3](=[O:7])[CH2:2]1.O.C1(C)C=CC(S(O)(=O)=O)=CC=1.[F:20][C:21]([F:35])([F:34])[S:22]([NH:25][C:26]1[CH:31]=[CH:30][CH:29]=[CH:28][C:27]=1[CH2:32]O)(=[O:24])=[O:23]. (5) Given the product [Cl:9][C:10]1[N:11]=[CH:12][C:13]2[C:18]([I:1])=[CH:17][NH:16][C:14]=2[N:15]=1, predict the reactants needed to synthesize it. The reactants are: [I:1]N1C(=O)CCC1=O.[Cl:9][C:10]1[N:11]=[CH:12][C:13]2[CH:18]=[CH:17][NH:16][C:14]=2[N:15]=1.S(S([O-])=O)([O-])(=O)=O.[Na+].[Na+]. (6) Given the product [CH2:8]([N:15]1[C:16](=[O:31])[CH:17]2[CH:21]([CH2:20][NH:19][CH2:18]2)[C:22]1=[O:23])[C:9]1[CH:10]=[CH:11][CH:12]=[CH:13][CH:14]=1, predict the reactants needed to synthesize it. The reactants are: ClC(OC(Cl)=O)C.[CH2:8]([N:15]1[C:22](=[O:23])[CH:21]2[CH:17]([CH2:18][N:19](CC3C=CC=CC=3)[CH2:20]2)[C:16]1=[O:31])[C:9]1[CH:14]=[CH:13][CH:12]=[CH:11][CH:10]=1. (7) Given the product [CH3:1][S:2]([N:5]1[CH2:14][CH2:13][C:12]2[C:7](=[CH:8][CH:9]=[C:10]([NH2:15])[CH:11]=2)[CH2:6]1)(=[O:4])=[O:3], predict the reactants needed to synthesize it. The reactants are: [CH3:1][S:2]([N:5]1[CH2:14][CH2:13][C:12]2[C:7](=[CH:8][CH:9]=[C:10]([N+:15]([O-])=O)[CH:11]=2)[CH2:6]1)(=[O:4])=[O:3].CCO.C1COCC1.C(Cl)Cl. (8) Given the product [F:28][C:27]1[CH:26]=[C:25]([NH:29][S:30]([CH3:33])(=[O:32])=[O:31])[C:24]([CH3:34])=[CH:23][C:22]=1[C@H:20]([NH:19][C:15]([C:10]1[CH:11]=[C:12]2[C:7](=[CH:8][CH:9]=1)[N:6]=[C:5]([C:2]1([CH3:1])[CH2:3][CH2:4]1)[CH:14]=[CH:13]2)=[O:17])[CH3:21], predict the reactants needed to synthesize it. The reactants are: [CH3:1][C:2]1([C:5]2[CH:14]=[CH:13][C:12]3[C:7](=[CH:8][CH:9]=[C:10]([C:15]([OH:17])=O)[CH:11]=3)[N:6]=2)[CH2:4][CH2:3]1.Cl.[NH2:19][C@@H:20]([C:22]1[C:27]([F:28])=[CH:26][C:25]([NH:29][S:30]([CH3:33])(=[O:32])=[O:31])=[C:24]([CH3:34])[CH:23]=1)[CH3:21].CN(C(ON1N=NC2C=CC=CC1=2)=[N+](C)C)C.F[P-](F)(F)(F)(F)F.C(N(CC)CC)C.